From a dataset of Aqueous solubility values for 9,982 compounds from the AqSolDB database. Regression/Classification. Given a drug SMILES string, predict its absorption, distribution, metabolism, or excretion properties. Task type varies by dataset: regression for continuous measurements (e.g., permeability, clearance, half-life) or binary classification for categorical outcomes (e.g., BBB penetration, CYP inhibition). For this dataset (solubility_aqsoldb), we predict Y. (1) The compound is O=C1C=CC(O)(c2cc(O)ccc2O)C=C1. The Y is -1.73 log mol/L. (2) The molecule is [Hg]. The Y is -6.55 log mol/L. (3) The molecule is COP(=O)(OC)O/C(=C\Cl)c1ccc(Cl)cc1Cl. The Y is -3.41 log mol/L. (4) The compound is O=C(O)C(Oc1ccccc1Cl)Oc1ccccc1Cl. The Y is -2.83 log mol/L.